The task is: Predict the product of the given reaction.. This data is from Forward reaction prediction with 1.9M reactions from USPTO patents (1976-2016). (1) Given the reactants [CH3:1][C:2]1[C:3]([CH:7]([OH:9])[CH3:8])=[CH:4][S:5][CH:6]=1.[Cr](Cl)([O-])(=O)=O.[NH+]1C=CC=CC=1, predict the reaction product. The product is: [CH3:1][C:2]1[C:3]([C:7](=[O:9])[CH3:8])=[CH:4][S:5][CH:6]=1. (2) Given the reactants [O:1]1[N:5]=[CH:4][C:3]([C:6]([OH:8])=O)=[N:2]1.[Cl:9][C:10]1[CH:11]=[C:12]([CH:14]=[CH:15][CH:16]=1)[NH2:13], predict the reaction product. The product is: [Cl:9][C:10]1[CH:11]=[C:12]([NH:13][C:6]([C:3]2[CH:4]=[N:5][O:1][N:2]=2)=[O:8])[CH:14]=[CH:15][CH:16]=1. (3) The product is: [CH2:1]([O:3][C:4]([C:6]1[N:7]=[C:8]([C:17]2[CH:18]=[CH:19][C:14]([C:12]#[N:13])=[C:15]([F:23])[CH:16]=2)[O:9][CH:10]=1)=[O:5])[CH3:2]. Given the reactants [CH2:1]([O:3][C:4]([C:6]1[N:7]=[C:8](Cl)[O:9][CH:10]=1)=[O:5])[CH3:2].[C:12]([C:14]1[CH:19]=[CH:18][C:17](B(O)O)=[CH:16][C:15]=1[F:23])#[N:13], predict the reaction product. (4) Given the reactants [CH3:1][C:2]1[CH:3]=[CH:4][CH:5]=[C:6]2[C:11]=1[N:10]=[C:9]([C:12]1[CH:17]=[CH:16][CH:15]=[CH:14][C:13]=1[CH3:18])[C:8]([CH:19]=[O:20])=[CH:7]2.[BH4-].[Na+], predict the reaction product. The product is: [CH3:1][C:2]1[CH:3]=[CH:4][CH:5]=[C:6]2[C:11]=1[N:10]=[C:9]([C:12]1[CH:17]=[CH:16][CH:15]=[CH:14][C:13]=1[CH3:18])[C:8]([CH2:19][OH:20])=[CH:7]2.